From a dataset of CYP3A4 inhibition data for predicting drug metabolism from PubChem BioAssay. Regression/Classification. Given a drug SMILES string, predict its absorption, distribution, metabolism, or excretion properties. Task type varies by dataset: regression for continuous measurements (e.g., permeability, clearance, half-life) or binary classification for categorical outcomes (e.g., BBB penetration, CYP inhibition). Dataset: cyp3a4_veith. The compound is c1ccc2c(CSCc3cccc4ccccc34)cccc2c1. The result is 0 (non-inhibitor).